This data is from Catalyst prediction with 721,799 reactions and 888 catalyst types from USPTO. The task is: Predict which catalyst facilitates the given reaction. (1) Product: [CH:15]1([CH2:14][CH:13]([C:20]2[CH:21]=[CH:22][C:23]([O:26][C:27]3[CH:32]=[CH:31][CH:30]=[CH:29][CH:28]=3)=[CH:24][CH:25]=2)[C:12]([NH:11][C:8]2[S:9][CH:10]=[C:6]([CH2:5][CH2:4][OH:3])[N:7]=2)=[O:33])[CH2:19][CH2:18][CH2:17][CH2:16]1. The catalyst class is: 280. Reactant: C([O:3][C:4](=O)[CH2:5][C:6]1[N:7]=[C:8]([NH:11][C:12](=[O:33])[CH:13]([C:20]2[CH:25]=[CH:24][C:23]([O:26][C:27]3[CH:32]=[CH:31][CH:30]=[CH:29][CH:28]=3)=[CH:22][CH:21]=2)[CH2:14][CH:15]2[CH2:19][CH2:18][CH2:17][CH2:16]2)[S:9][CH:10]=1)C.[H-].[Al+3].[Li+].[H-].[H-].[H-]. (2) Reactant: [Cl:1][C:2]1[CH:7]=[CH:6][CH:5]=[C:4]([Cl:8])[C:3]=1[CH2:9][S:10]([C:13]1[CH:14]=[C:15]2[C:19](=[CH:20][CH:21]=1)[NH:18][C:17](=[O:22])/[C:16]/2=[CH:23]\[C:24]1[NH:28][C:27]([CH3:29])=[C:26]([CH2:30][C:31](O)=[O:32])[C:25]=1[CH3:34])(=[O:12])=[O:11].[CH:35]1([NH:38][CH2:39][C@@H:40]2[CH2:44][CH2:43][CH2:42][NH:41]2)[CH2:37][CH2:36]1.C1C=CC2N(O)N=NC=2C=1.CCN=C=NCCCN(C)C. Product: [CH:35]1([NH:38][CH2:39][C@@H:40]2[CH2:44][CH2:43][CH2:42][N:41]2[C:31](=[O:32])[CH2:30][C:26]2[C:25]([CH3:34])=[C:24](/[CH:23]=[C:16]3\[C:17](=[O:22])[NH:18][C:19]4[C:15]\3=[CH:14][C:13]([S:10]([CH2:9][C:3]3[C:4]([Cl:8])=[CH:5][CH:6]=[CH:7][C:2]=3[Cl:1])(=[O:11])=[O:12])=[CH:21][CH:20]=4)[NH:28][C:27]=2[CH3:29])[CH2:37][CH2:36]1. The catalyst class is: 3. (3) Reactant: [CH:1]1([CH2:7][C@H:8]([NH:21][C:22](=[O:31])[C:23]2[CH:28]=[CH:27][CH:26]=[C:25]([CH:29]=[O:30])[CH:24]=2)[CH2:9][N:10]([CH3:20])[C:11](=[O:19])[O:12][CH2:13][CH2:14][Si:15]([CH3:18])([CH3:17])[CH3:16])[CH2:6][CH2:5][CH2:4][CH2:3][CH2:2]1.[Cl:32][C:33]1[CH:34]=[C:35]([Mg]Br)[CH:36]=[CH:37][CH:38]=1. Product: [Cl:32][C:33]1[CH:38]=[C:37]([CH:29]([OH:30])[C:25]2[CH:24]=[C:23]([CH:28]=[CH:27][CH:26]=2)[C:22]([NH:21][C@@H:8]([CH2:7][CH:1]2[CH2:6][CH2:5][CH2:4][CH2:3][CH2:2]2)[CH2:9][N:10]([CH3:20])[C:11](=[O:19])[O:12][CH2:13][CH2:14][Si:15]([CH3:16])([CH3:17])[CH3:18])=[O:31])[CH:36]=[CH:35][CH:34]=1. The catalyst class is: 1. (4) Reactant: [NH2:1][C:2]1[C:7]([C:8]([F:11])([F:10])[F:9])=[CH:6][CH:5]=[CH:4][C:3]=1[C:12]([C:14]1[CH:19]=[CH:18][CH:17]=[C:16]([O:20][CH3:21])[CH:15]=1)=O.[CH:22]([NH2:24])=O. Product: [CH3:21][O:20][C:16]1[CH:15]=[C:14]([C:12]2[C:3]3[C:2](=[C:7]([C:8]([F:11])([F:10])[F:9])[CH:6]=[CH:5][CH:4]=3)[N:1]=[CH:22][N:24]=2)[CH:19]=[CH:18][CH:17]=1. The catalyst class is: 106. (5) Reactant: [CH3:1][C:2]([CH3:20])([CH3:19])[C:3]#[C:4][C:5]1[S:6][C:7]([C:10]2[CH:15]=[CH:14][CH:13]=[CH:12][C:11]=2[N+:16]([O-])=O)=[CH:8][CH:9]=1.O1CCCC1. Product: [CH3:1][C:2]([CH3:20])([CH3:19])[C:3]#[C:4][C:5]1[S:6][C:7]([C:10]2[CH:15]=[CH:14][CH:13]=[CH:12][C:11]=2[NH2:16])=[CH:8][CH:9]=1. The catalyst class is: 770.